From a dataset of NCI-60 drug combinations with 297,098 pairs across 59 cell lines. Regression. Given two drug SMILES strings and cell line genomic features, predict the synergy score measuring deviation from expected non-interaction effect. (1) Drug 1: CCC1(CC2CC(C3=C(CCN(C2)C1)C4=CC=CC=C4N3)(C5=C(C=C6C(=C5)C78CCN9C7C(C=CC9)(C(C(C8N6C)(C(=O)OC)O)OC(=O)C)CC)OC)C(=O)OC)O.OS(=O)(=O)O. Drug 2: C1=NC2=C(N=C(N=C2N1C3C(C(C(O3)CO)O)F)Cl)N. Cell line: NCI/ADR-RES. Synergy scores: CSS=33.2, Synergy_ZIP=5.05, Synergy_Bliss=5.81, Synergy_Loewe=-13.9, Synergy_HSA=0.465. (2) Drug 1: C1=CC=C(C=C1)NC(=O)CCCCCCC(=O)NO. Drug 2: C1=NNC2=C1C(=O)NC=N2. Cell line: DU-145. Synergy scores: CSS=29.2, Synergy_ZIP=-2.28, Synergy_Bliss=-2.78, Synergy_Loewe=-0.631, Synergy_HSA=-0.516. (3) Drug 1: CN(C)C1=NC(=NC(=N1)N(C)C)N(C)C. Drug 2: C1=NC2=C(N=C(N=C2N1C3C(C(C(O3)CO)O)O)F)N. Cell line: HL-60(TB). Synergy scores: CSS=52.6, Synergy_ZIP=2.13, Synergy_Bliss=-2.43, Synergy_Loewe=-41.1, Synergy_HSA=-5.21. (4) Synergy scores: CSS=-12.9, Synergy_ZIP=12.4, Synergy_Bliss=16.8, Synergy_Loewe=-5.44, Synergy_HSA=-2.35. Drug 1: C(=O)(N)NO. Drug 2: C1=CC=C(C(=C1)C(C2=CC=C(C=C2)Cl)C(Cl)Cl)Cl. Cell line: OVCAR-5. (5) Drug 2: CN1C(=O)N2C=NC(=C2N=N1)C(=O)N. Drug 1: C1CCC(C1)C(CC#N)N2C=C(C=N2)C3=C4C=CNC4=NC=N3. Synergy scores: CSS=-3.16, Synergy_ZIP=1.70, Synergy_Bliss=0.782, Synergy_Loewe=-2.35, Synergy_HSA=-1.83. Cell line: HCT-15. (6) Drug 1: CCC1(CC2CC(C3=C(CCN(C2)C1)C4=CC=CC=C4N3)(C5=C(C=C6C(=C5)C78CCN9C7C(C=CC9)(C(C(C8N6C)(C(=O)OC)O)OC(=O)C)CC)OC)C(=O)OC)O.OS(=O)(=O)O. Drug 2: CN(C(=O)NC(C=O)C(C(C(CO)O)O)O)N=O. Cell line: OVCAR-4. Synergy scores: CSS=0.642, Synergy_ZIP=-2.27, Synergy_Bliss=-5.21, Synergy_Loewe=-99.4, Synergy_HSA=-4.71. (7) Drug 1: CN1CCC(CC1)COC2=C(C=C3C(=C2)N=CN=C3NC4=C(C=C(C=C4)Br)F)OC. Drug 2: CCC1(CC2CC(C3=C(CCN(C2)C1)C4=CC=CC=C4N3)(C5=C(C=C6C(=C5)C78CCN9C7C(C=CC9)(C(C(C8N6C=O)(C(=O)OC)O)OC(=O)C)CC)OC)C(=O)OC)O.OS(=O)(=O)O. Cell line: T-47D. Synergy scores: CSS=38.0, Synergy_ZIP=-0.452, Synergy_Bliss=-0.743, Synergy_Loewe=-15.9, Synergy_HSA=-0.573.